Task: Predict the product of the given reaction.. Dataset: Forward reaction prediction with 1.9M reactions from USPTO patents (1976-2016) Given the reactants C[N:2](C)[CH:3]=[C:4]([C:7]([C:9]1[S:13][C:12]([NH:14][CH3:15])=[N:11][C:10]=1[CH3:16])=O)[C:5]#N.Cl.[OH:19][C:20]1[CH:25]=[CH:24][C:23]([NH:26][C:27]([NH2:29])=[NH:28])=[CH:22][CH:21]=1, predict the reaction product. The product is: [OH:19][C:20]1[CH:25]=[CH:24][C:23]([NH:26][C:27]2[N:29]=[C:7]([C:9]3[S:13][C:12]([NH:14][CH3:15])=[N:11][C:10]=3[CH3:16])[C:4]([C:3]#[N:2])=[CH:5][N:28]=2)=[CH:22][CH:21]=1.